Dataset: Forward reaction prediction with 1.9M reactions from USPTO patents (1976-2016). Task: Predict the product of the given reaction. (1) Given the reactants Br[C:2]1[CH:10]=[CH:9][CH:8]=[C:7]2[C:3]=1[CH2:4][CH2:5][CH:6]2[O:11][C:12]1[CH:17]=[CH:16][C:15]([C@@H:18]([C:24]#[C:25][CH3:26])[CH2:19][C:20]([O:22][CH3:23])=[O:21])=[CH:14][CH:13]=1.[F:27][C:28]([F:39])([F:38])[C:29]1[CH:34]=[CH:33][C:32](B(O)O)=[CH:31][CH:30]=1.[F-].[Cs+], predict the reaction product. The product is: [F:27][C:28]([F:39])([F:38])[C:29]1[CH:30]=[C:31]([C:10]2[CH:2]=[C:3]3[C:7](=[CH:8][CH:9]=2)[CH:6]([O:11][C:12]2[CH:13]=[CH:14][C:15]([C@@H:18]([C:24]#[C:25][CH3:26])[CH2:19][C:20]([O:22][CH3:23])=[O:21])=[CH:16][CH:17]=2)[CH2:5][CH2:4]3)[CH:32]=[CH:33][CH:34]=1. (2) Given the reactants [Cl:1][C:2]1[CH:7]=[CH:6][C:5]([OH:8])=[CH:4][CH:3]=1.ClC(Cl)(O[C:13](=[O:19])OC(Cl)(Cl)Cl)Cl.CCN(C(C)C)C(C)C.[NH:30]1[CH2:33][CH:32]([C:34]([N:36]2[CH2:42][CH2:41][CH2:40][N:39]([CH:43]3[CH2:46][CH2:45][CH2:44]3)[CH2:38][CH2:37]2)=[O:35])[CH2:31]1, predict the reaction product. The product is: [CH:43]1([N:39]2[CH2:40][CH2:41][CH2:42][N:36]([C:34]([CH:32]3[CH2:31][N:30]([C:13]([O:8][C:5]4[CH:6]=[CH:7][C:2]([Cl:1])=[CH:3][CH:4]=4)=[O:19])[CH2:33]3)=[O:35])[CH2:37][CH2:38]2)[CH2:46][CH2:45][CH2:44]1. (3) The product is: [Cl:31][C:17]1[NH:18][C:4]2[C:5](=[N:6][C:7]([C:8]#[C:9][C:10]3[CH:15]=[CH:14][CH:13]=[CH:12][CH:11]=3)=[C:2]([Cl:1])[CH:3]=2)[CH:16]=1. Given the reactants [Cl:1][C:2]1[CH:3]=[C:4]2[NH:18][C:17](=O)[CH2:16][C:5]2=[N:6][C:7]=1[C:8]#[C:9][C:10]1[CH:15]=[CH:14][CH:13]=[CH:12][CH:11]=1.CN(C)C1C=CC=CC=1.P(Cl)(Cl)([Cl:31])=O, predict the reaction product.